Dataset: NCI-60 drug combinations with 297,098 pairs across 59 cell lines. Task: Regression. Given two drug SMILES strings and cell line genomic features, predict the synergy score measuring deviation from expected non-interaction effect. (1) Drug 1: CC1=C2C(C(=O)C3(C(CC4C(C3C(C(C2(C)C)(CC1OC(=O)C(C(C5=CC=CC=C5)NC(=O)C6=CC=CC=C6)O)O)OC(=O)C7=CC=CC=C7)(CO4)OC(=O)C)O)C)OC(=O)C. Drug 2: CN(C(=O)NC(C=O)C(C(C(CO)O)O)O)N=O. Cell line: RXF 393. Synergy scores: CSS=25.3, Synergy_ZIP=10.1, Synergy_Bliss=10.6, Synergy_Loewe=-6.83, Synergy_HSA=8.53. (2) Drug 1: CC1C(C(CC(O1)OC2CC(OC(C2O)C)OC3=CC4=CC5=C(C(=O)C(C(C5)C(C(=O)C(C(C)O)O)OC)OC6CC(C(C(O6)C)O)OC7CC(C(C(O7)C)O)OC8CC(C(C(O8)C)O)(C)O)C(=C4C(=C3C)O)O)O)O. Drug 2: C(CC(=O)O)C(=O)CN.Cl. Cell line: SNB-75. Synergy scores: CSS=52.8, Synergy_ZIP=0.208, Synergy_Bliss=-1.02, Synergy_Loewe=-40.7, Synergy_HSA=-0.434. (3) Drug 1: C1=CC(=CC=C1CCCC(=O)O)N(CCCl)CCCl. Drug 2: C1CC(C1)(C(=O)O)C(=O)O.[NH2-].[NH2-].[Pt+2]. Cell line: SK-OV-3. Synergy scores: CSS=27.3, Synergy_ZIP=-8.32, Synergy_Bliss=-5.11, Synergy_Loewe=-3.45, Synergy_HSA=-3.08. (4) Drug 1: CC1=C2C(C(=O)C3(C(CC4C(C3C(C(C2(C)C)(CC1OC(=O)C(C(C5=CC=CC=C5)NC(=O)C6=CC=CC=C6)O)O)OC(=O)C7=CC=CC=C7)(CO4)OC(=O)C)O)C)OC(=O)C. Drug 2: CNC(=O)C1=NC=CC(=C1)OC2=CC=C(C=C2)NC(=O)NC3=CC(=C(C=C3)Cl)C(F)(F)F. Cell line: DU-145. Synergy scores: CSS=11.6, Synergy_ZIP=15.1, Synergy_Bliss=18.2, Synergy_Loewe=1.03, Synergy_HSA=17.2. (5) Drug 1: CS(=O)(=O)C1=CC(=C(C=C1)C(=O)NC2=CC(=C(C=C2)Cl)C3=CC=CC=N3)Cl. Drug 2: COCCOC1=C(C=C2C(=C1)C(=NC=N2)NC3=CC=CC(=C3)C#C)OCCOC.Cl. Cell line: HOP-62. Synergy scores: CSS=7.33, Synergy_ZIP=-0.708, Synergy_Bliss=6.38, Synergy_Loewe=3.73, Synergy_HSA=3.85. (6) Drug 1: CS(=O)(=O)C1=CC(=C(C=C1)C(=O)NC2=CC(=C(C=C2)Cl)C3=CC=CC=N3)Cl. Drug 2: C1CCC(C1)C(CC#N)N2C=C(C=N2)C3=C4C=CNC4=NC=N3. Cell line: SF-539. Synergy scores: CSS=10.4, Synergy_ZIP=-2.23, Synergy_Bliss=3.26, Synergy_Loewe=-0.994, Synergy_HSA=4.30. (7) Drug 1: C1=CC(=CC=C1CC(C(=O)O)N)N(CCCl)CCCl.Cl. Drug 2: CC12CCC3C(C1CCC2OP(=O)(O)O)CCC4=C3C=CC(=C4)OC(=O)N(CCCl)CCCl.[Na+]. Cell line: MALME-3M. Synergy scores: CSS=7.19, Synergy_ZIP=-5.05, Synergy_Bliss=-8.15, Synergy_Loewe=-16.0, Synergy_HSA=-9.63.